Predict which catalyst facilitates the given reaction. From a dataset of Catalyst prediction with 721,799 reactions and 888 catalyst types from USPTO. (1) Reactant: [C:1]([NH:5][S:6]([C:9]1[C:10]([CH:24]([F:26])[F:25])=[N:11][CH:12]=[C:13](B2OC(C)(C)C(C)(C)O2)[CH:14]=1)(=[O:8])=[O:7])([CH3:4])([CH3:3])[CH3:2].[Cl:27][C:28]1[C:29]2[N:30]([CH:35]=[CH:36][C:37]=2[C:38]2[CH:43]=[CH:42][CH:41]=[CH:40][CH:39]=2)[C:31](Cl)=[N:32][N:33]=1.[O-]P([O-])([O-])=O.[K+].[K+].[K+].F[B-](F)(F)F.C1([PH+](C2CCCCC2)C2CCCCC2)CCCCC1. Product: [C:1]([NH:5][S:6]([C:9]1[C:10]([CH:24]([F:25])[F:26])=[N:11][CH:12]=[C:13]([C:31]2[N:30]3[CH:35]=[CH:36][C:37]([C:38]4[CH:43]=[CH:42][CH:41]=[CH:40][CH:39]=4)=[C:29]3[C:28]([Cl:27])=[N:33][N:32]=2)[CH:14]=1)(=[O:7])=[O:8])([CH3:2])([CH3:3])[CH3:4]. The catalyst class is: 333. (2) Reactant: [NH:1]1[CH2:6][CH2:5][CH2:4][C@@H:3]([NH:7][C:8]2[C:9]3[CH:16]=[CH:15][NH:14][C:10]=3[N:11]=[CH:12][N:13]=2)[CH2:2]1.N1C2NC=CC=2C(N[C@@H]2CCCN(C(OC(C)(C)C)=O)C2)=NC=1.[ClH:40]. Product: [ClH:40].[NH:1]1[CH2:6][CH2:5][CH2:4][C@@H:3]([NH:7][C:8]2[C:9]3[CH:16]=[CH:15][NH:14][C:10]=3[N:11]=[CH:12][N:13]=2)[CH2:2]1. The catalyst class is: 472. (3) Reactant: O1CCOCC1.[CH3:7][O:8][C:9]1[C:14]([N+:15]([O-:17])=[O:16])=[CH:13][CH:12]=[CH:11][C:10]=1B1OC(C)(C)C(C)(C)O1.[CH3:27][O:28][C:29]([C:31]1[N:32]([S:37]([C:40]2[CH:45]=[CH:44][C:43]([CH3:46])=[CH:42][CH:41]=2)(=[O:39])=[O:38])[CH:33]=[C:34](I)[CH:35]=1)=[O:30].C(=O)([O-])[O-].[K+].[K+]. Product: [CH3:27][O:28][C:29]([C:31]1[N:32]([S:37]([C:40]2[CH:41]=[CH:42][C:43]([CH3:46])=[CH:44][CH:45]=2)(=[O:38])=[O:39])[CH:33]=[C:34]([C:10]2[CH:11]=[CH:12][CH:13]=[C:14]([N+:15]([O-:17])=[O:16])[C:9]=2[O:8][CH3:7])[CH:35]=1)=[O:30]. The catalyst class is: 103. (4) Reactant: [CH3:1][C:2]1[N:10]=[CH:9][CH:8]=[CH:7][C:3]=1[C:4]([OH:6])=O.[H-].[Na+].ClC(OCC)=O.[C:19]([O:27][CH2:28][CH3:29])(=[O:26])[CH2:20][C:21]([O:23][CH2:24][CH3:25])=[O:22]. Product: [CH2:24]([O:23][C:21](=[O:22])[CH:20]([C:4]([C:3]1[C:2]([CH3:1])=[N:10][CH:9]=[CH:8][CH:7]=1)=[O:6])[C:19]([O:27][CH2:28][CH3:29])=[O:26])[CH3:25]. The catalyst class is: 559. (5) Reactant: [OH:1][CH:2]1[CH2:5][N:4]([C:6]([O:8][C:9]([CH3:12])([CH3:11])[CH3:10])=[O:7])[CH2:3]1.[O:13]1[CH2:17][CH2:16]OC1=O. Product: [OH:13][CH2:17][CH2:16][O:1][CH:2]1[CH2:3][N:4]([C:6]([O:8][C:9]([CH3:12])([CH3:11])[CH3:10])=[O:7])[CH2:5]1. The catalyst class is: 689. (6) Reactant: Br[C:2]1[C:7]([Cl:8])=[CH:6][C:5]([NH:9][C:10]2[N:14]=[C:13]([NH2:15])[NH:12][N:11]=2)=[CH:4][C:3]=1[Cl:16].[CH3:17][S:18]([C:21]1[CH:22]=[C:23](B(O)O)[CH:24]=[N:25][CH:26]=1)(=[O:20])=[O:19].C(=O)([O-])[O-].[Na+].[Na+]. Product: [Cl:16][C:3]1[CH:4]=[C:5]([NH:9][C:10]2[N:14]=[C:13]([NH2:15])[NH:12][N:11]=2)[CH:6]=[C:7]([Cl:8])[C:2]=1[C:23]1[CH:24]=[N:25][CH:26]=[C:21]([S:18]([CH3:17])(=[O:20])=[O:19])[CH:22]=1. The catalyst class is: 73. (7) Reactant: C(O[C:4](=[O:31])[CH2:5][O:6][C:7]1[CH:12]=[CH:11][C:10]([C:13]([C:18]2[CH:28]=[CH:27][C:21]([O:22][CH2:23][C:24]([OH:26])=[O:25])=[C:20]([CH3:29])[CH:19]=2)([CH2:16][CH3:17])[CH2:14][CH3:15])=[CH:9][C:8]=1[CH3:30])C.[CH3:32][CH2:33][Mg+].[Br-].O[C:37](C)(C)[CH2:38]OC1C=CC(C(C2C=CC(OCC(O)=O)=C(C)C=2)(CC)CC)=CC=1C. Product: [CH2:37]([C:4]([OH:31])([CH2:33][CH3:32])[CH2:5][O:6][C:7]1[CH:12]=[CH:11][C:10]([C:13]([C:18]2[CH:28]=[CH:27][C:21]([O:22][CH2:23][C:24]([OH:26])=[O:25])=[C:20]([CH3:29])[CH:19]=2)([CH2:16][CH3:17])[CH2:14][CH3:15])=[CH:9][C:8]=1[CH3:30])[CH3:38]. The catalyst class is: 28.